Predict which catalyst facilitates the given reaction. From a dataset of Catalyst prediction with 721,799 reactions and 888 catalyst types from USPTO. (1) Reactant: C(OC([N:8]1[CH2:15][C@H:14]2[N:16](C(OC(C)(C)C)=O)[C@H:10]([CH2:11][C@@H:12]([C:39]3[CH:44]=[CH:43][C:42]([CH2:45][CH2:46][CH2:47][O:48][C:49]4[C:54]([F:55])=[CH:53][CH:52]=[C:51]([F:56])[C:50]=4[Cl:57])=[CH:41][CH:40]=3)[C@H:13]2[C:24](=[O:38])[N:25]([CH:35]2[CH2:37][CH2:36]2)[CH2:26][C:27]2[CH:32]=[CH:31][CH:30]=[C:29]([Cl:33])[C:28]=2[Cl:34])[CH2:9]1)=O)(C)(C)C.Cl. Product: [CH:35]1([N:25]([CH2:26][C:27]2[CH:32]=[CH:31][CH:30]=[C:29]([Cl:33])[C:28]=2[Cl:34])[C:24]([C@@H:13]2[C@H:12]([C:39]3[CH:44]=[CH:43][C:42]([CH2:45][CH2:46][CH2:47][O:48][C:49]4[C:54]([F:55])=[CH:53][CH:52]=[C:51]([F:56])[C:50]=4[Cl:57])=[CH:41][CH:40]=3)[CH2:11][C@H:10]3[NH:16][C@@H:14]2[CH2:15][NH:8][CH2:9]3)=[O:38])[CH2:37][CH2:36]1. The catalyst class is: 2. (2) Reactant: C[N:2](C)[CH:3]=[C:4]([N:13]1[CH2:18][CH2:17][N:16]([C:19]([O:21][C:22]([CH3:25])([CH3:24])[CH3:23])=[O:20])[CH2:15][CH2:14]1)[C:5](=O)[C:6]1[CH:11]=[CH:10][CH:9]=[CH:8][CH:7]=1.O.[NH2:28]N. Product: [C:6]1([C:5]2[C:4]([N:13]3[CH2:18][CH2:17][N:16]([C:19]([O:21][C:22]([CH3:25])([CH3:24])[CH3:23])=[O:20])[CH2:15][CH2:14]3)=[CH:3][NH:2][N:28]=2)[CH:11]=[CH:10][CH:9]=[CH:8][CH:7]=1. The catalyst class is: 8. (3) Reactant: [Cl:1][C:2]1[CH:7]=[CH:6][C:5]([CH:8]([OH:14])[C:9]([O:11][CH2:12][CH3:13])=[O:10])=[CH:4][C:3]=1[N+:15]([O-:17])=[O:16].[C:18](OC(=O)C)(=[O:20])[CH3:19]. Product: [C:18]([O:14][CH:8]([C:5]1[CH:6]=[CH:7][C:2]([Cl:1])=[C:3]([N+:15]([O-:17])=[O:16])[CH:4]=1)[C:9]([O:11][CH2:12][CH3:13])=[O:10])(=[O:20])[CH3:19]. The catalyst class is: 17. (4) Reactant: Cl[C:2]1[CH:7]=[CH:6][C:5]([O:8][CH3:9])=[CH:4][CH:3]=1.[C:10]1(B(O)O)[CH:15]=[CH:14][CH:13]=[CH:12][CH:11]=1.[F-].[Cs+]. Product: [C:10]1([C:2]2[CH:7]=[CH:6][C:5]([O:8][CH3:9])=[CH:4][CH:3]=2)[CH:15]=[CH:14][CH:13]=[CH:12][CH:11]=1. The catalyst class is: 102. (5) Reactant: [Cl:1][C:2]1[CH:10]=[CH:9][C:5]([C:6]([OH:8])=O)=[CH:4][N+:3]=1[O-:11].C(OC1C=CC2C(=CC=CC=2)N1C(OCC)=O)C.[CH3:30][N:31]1[CH2:36][CH2:35][NH:34][CH2:33][CH2:32]1. Product: [Cl:1][C:2]1[N+:3]([O-:11])=[CH:4][C:5]([C:6]([N:34]2[CH2:35][CH2:36][N:31]([CH3:30])[CH2:32][CH2:33]2)=[O:8])=[CH:9][CH:10]=1. The catalyst class is: 22. (6) Reactant: C([O-])(=O)C.Cl.[F:6][C:7]1[CH:8]=[CH:9][C:10]2[N:16]([S:17]([C:20]3[CH:25]=[CH:24][C:23]([CH3:26])=[CH:22][CH:21]=3)(=[O:19])=[O:18])[CH2:15][CH2:14][CH:13](C#N)[C:12](=[O:29])[C:11]=2[CH:30]=1.[OH-].[Na+]. Product: [F:6][C:7]1[CH:8]=[CH:9][C:10]2[N:16]([S:17]([C:20]3[CH:25]=[CH:24][C:23]([CH3:26])=[CH:22][CH:21]=3)(=[O:18])=[O:19])[CH2:15][CH2:14][CH2:13][C:12](=[O:29])[C:11]=2[CH:30]=1. The catalyst class is: 6. (7) Reactant: Cl[C:2]1[CH:7]=[N:6][CH:5]=[C:4]([Cl:8])[N:3]=1.[NH2:9][CH2:10][CH2:11][OH:12].CCN(C(C)C)C(C)C. The catalyst class is: 51. Product: [Cl:8][C:4]1[N:3]=[C:2]([NH:9][CH2:10][CH2:11][OH:12])[CH:7]=[N:6][CH:5]=1. (8) The catalyst class is: 2. Product: [Br:9][C:10]1[C:11](=[O:34])[N:12]([CH2:27][C:28]2[CH:33]=[CH:32][N:31]=[CH:30][CH:29]=2)[C:13]([CH3:26])=[CH:14][C:15]=1[NH:16][CH2:17][C:18]1[CH:23]=[CH:22][C:21]([F:24])=[CH:20][C:19]=1[F:25]. Reactant: BrN1C(=O)CCC1=O.[Br:9][C:10]1[C:11](=[O:34])[N:12]([CH2:27][C:28]2[CH:33]=[CH:32][N:31]=[CH:30][CH:29]=2)[C:13]([CH3:26])=[CH:14][C:15]=1[NH:16][CH2:17][C:18]1[CH:23]=[CH:22][C:21]([F:24])=[CH:20][C:19]=1[F:25].C([O-])(O)=O.[Na+]. (9) Reactant: [CH:1]([N:4]1[C:8]([C:9]2[N:18]=[C:17]3[N:11]([CH2:12][CH2:13][O:14][C:15]4[CH:22]=[C:21]([O:23][C:24]([CH3:29])([CH2:27][OH:28])[CH2:25][OH:26])[CH:20]=[CH:19][C:16]=43)[CH:10]=2)=[N:7][C:6]([CH3:30])=[N:5]1)([CH3:3])[CH3:2].CCN(CC)CC.[CH3:38][S:39](Cl)(=[O:41])=[O:40]. Product: [CH:1]([N:4]1[C:8]([C:9]2[N:18]=[C:17]3[N:11]([CH2:12][CH2:13][O:14][C:15]4[CH:22]=[C:21]([O:23][C:24]([CH3:29])([CH2:27][O:28][S:39]([CH3:38])(=[O:41])=[O:40])[CH2:25][O:26][S:39]([CH3:38])(=[O:41])=[O:40])[CH:20]=[CH:19][C:16]=43)[CH:10]=2)=[N:7][C:6]([CH3:30])=[N:5]1)([CH3:3])[CH3:2]. The catalyst class is: 2. (10) Reactant: [H-].[H-].[H-].[H-].[Li+].[Al+3].[OH:7][CH:8]([C:11]1[CH:15]=[CH:14][S:13][CH:12]=1)[C:9]#[N:10].O.[OH-].[Na+]. Product: [NH2:10][CH2:9][CH:8]([C:11]1[CH:15]=[CH:14][S:13][CH:12]=1)[OH:7]. The catalyst class is: 1.